From a dataset of hERG Central: cardiac toxicity at 1µM, 10µM, and general inhibition. Predict hERG channel inhibition at various concentrations. (1) The molecule is CCCCc1cc(=O)oc2c(C)c(OCC(=O)N3CCCC3)ccc12. Results: hERG_inhib (hERG inhibition (general)): blocker. (2) Results: hERG_inhib (hERG inhibition (general)): blocker. The drug is CC1(C)NC(=O)N(CC(=O)N2CCN(c3ccc([N+](=O)[O-])cc3)CC2)C1=O. (3) The molecule is COc1ccc(F)cc1C(=O)C1CCCN(Cc2ccc3c(c2)OCCO3)C1. Results: hERG_inhib (hERG inhibition (general)): blocker. (4) The compound is Cc1ccc(N(CC(O)CN2CCOCC2)S(=O)(=O)c2ccc3ccccc3c2)cc1. Results: hERG_inhib (hERG inhibition (general)): blocker. (5) The drug is CC(C)Oc1ccccc1-c1cc(C(=O)N/N=C/c2cccnc2)c2ccccc2n1. Results: hERG_inhib (hERG inhibition (general)): blocker. (6) The compound is O=C(c1ccc([N+](=O)[O-])o1)N1CCN(c2nc3c(F)cc(F)cc3s2)CC1. Results: hERG_inhib (hERG inhibition (general)): blocker.